From a dataset of Full USPTO retrosynthesis dataset with 1.9M reactions from patents (1976-2016). Predict the reactants needed to synthesize the given product. (1) Given the product [CH3:3][C@@H:4]1[CH2:8][CH2:7][C@@H:6]([CH3:9])[N:5]1[CH:10]1[CH2:18][C:17]2[C:12](=[CH:13][CH:14]=[C:15]([O:19][C:21]3[N:26]=[CH:25][C:24]([C:27]([NH:29][CH3:30])=[O:28])=[CH:23][CH:22]=3)[CH:16]=2)[CH2:11]1, predict the reactants needed to synthesize it. The reactants are: [H-].[Na+].[CH3:3][C@@H:4]1[CH2:8][CH2:7][C@@H:6]([CH3:9])[N:5]1[CH:10]1[CH2:18][C:17]2[C:12](=[CH:13][CH:14]=[C:15]([OH:19])[CH:16]=2)[CH2:11]1.Cl[C:21]1[N:26]=[CH:25][C:24]([C:27]([NH:29][CH3:30])=[O:28])=[CH:23][CH:22]=1. (2) Given the product [N+:1]([C:4]1[CH:14]=[CH:13][CH:12]=[C:6]2[C:5]=1[C:10](=[O:11])[N:9]([CH2:18][C:19]([O:21][C:22]([CH3:25])([CH3:24])[CH3:23])=[O:20])[C:7]2=[O:8])([O-:3])=[O:2], predict the reactants needed to synthesize it. The reactants are: [N+:1]([C:4]1[CH:14]=[CH:13][CH:12]=[C:6]2[C:7]([NH:9][C:10](=[O:11])[C:5]=12)=[O:8])([O-:3])=[O:2].[H-].[Na+].Br[CH2:18][C:19]([O:21][C:22]([CH3:25])([CH3:24])[CH3:23])=[O:20].O. (3) The reactants are: [C:1]1(/[C:7](/[C:17]2[CH:22]=[CH:21][C:20]([CH:23]=[CH:24][C:25](O)=[O:26])=[CH:19][CH:18]=2)=[C:8](/[C:11]2[CH:16]=[CH:15][CH:14]=[CH:13][CH:12]=2)\[CH2:9][CH3:10])[CH:6]=[CH:5][CH:4]=[CH:3][CH:2]=1.[CH:28]([S:31]([NH2:34])(=[O:33])=[O:32])([CH3:30])[CH3:29]. Given the product [C:1]1([C:7]([C:17]2[CH:22]=[CH:21][C:20]([CH:23]=[CH:24][C:25]([NH:34][S:31]([CH:28]([CH3:30])[CH3:29])(=[O:33])=[O:32])=[O:26])=[CH:19][CH:18]=2)=[C:8]([C:11]2[CH:16]=[CH:15][CH:14]=[CH:13][CH:12]=2)[CH2:9][CH3:10])[CH:2]=[CH:3][CH:4]=[CH:5][CH:6]=1, predict the reactants needed to synthesize it. (4) Given the product [CH3:10][O:9][C:7]1[CH:8]=[C:3]([O:2][CH3:1])[N:4]=[C:5]([N:11]2[C:20](=[O:21])[C:19]3[C:14](=[CH:15][C:16]([C:22]([NH:27][CH3:26])=[O:24])=[CH:17][CH:18]=3)[NH:13][C:12]2=[S:25])[N:6]=1, predict the reactants needed to synthesize it. The reactants are: [CH3:1][O:2][C:3]1[CH:8]=[C:7]([O:9][CH3:10])[N:6]=[C:5]([N:11]2[C:20](=[O:21])[C:19]3[C:14](=[CH:15][C:16]([C:22]([OH:24])=O)=[CH:17][CH:18]=3)[NH:13][C:12]2=[S:25])[N:4]=1.[CH3:26][N:27](C(ON1N=NC2C=CC=NC1=2)=[N+](C)C)C.F[P-](F)(F)(F)(F)F.CCN(C(C)C)C(C)C.CN.O1CCCC1. (5) The reactants are: [C:1]([O:5][C@@H:6]([C:11]1[C:40]([CH3:41])=[C:39]([C:42]([CH3:44])=[CH2:43])[C:38]2=[N:45][C:35]3=[CH:36][N:37]2[C:12]=1[N:13]1[CH2:50][CH2:49][C:16]([CH3:51])([O:17][CH2:18][CH2:19][CH2:20][CH2:21][C@H:22]([CH3:48])[O:23][C:24]2[CH:25]=[CH:26][C:27]([F:47])=[CH:28][C:29]=2[C:30]2[CH:46]=[C:34]3[CH:33]=[CH:32][CH:31]=2)[CH2:15][CH2:14]1)[C:7]([O:9][CH3:10])=[O:8])([CH3:4])([CH3:3])[CH3:2].C(O[C@@H](C1C(C)=C(CC)C2=NC3=CN2C=1N1CCC(C)(OCCCC[C@H](C)OC2C=CC(F)=CC=2C2C=C3C=CC=2)CC1)C(OC)=O)(C)(C)C. Given the product [C:1]([O:5][C@@H:6]([C:11]1[C:40]([CH3:41])=[C:39]([CH:42]([CH3:44])[CH3:43])[C:38]2=[N:45][C:35]3=[CH:36][N:37]2[C:12]=1[N:13]1[CH2:50][CH2:49][C:16]([CH3:51])([O:17][CH2:18][CH2:19][CH2:20][CH2:21][C@H:22]([CH3:48])[O:23][C:24]2[CH:25]=[CH:26][C:27]([F:47])=[CH:28][C:29]=2[C:30]2[CH:46]=[C:34]3[CH:33]=[CH:32][CH:31]=2)[CH2:15][CH2:14]1)[C:7]([O:9][CH3:10])=[O:8])([CH3:2])([CH3:3])[CH3:4], predict the reactants needed to synthesize it. (6) Given the product [N:16]1[CH:17]=[CH:18][N:19]=[CH:20][C:15]=1[N:4]1[CH2:5][CH2:6][N:1]([C:7]([O:9][C:10]([CH3:13])([CH3:12])[CH3:11])=[O:8])[CH2:2][CH2:3]1, predict the reactants needed to synthesize it. The reactants are: [N:1]1([C:7]([O:9][C:10]([CH3:13])([CH3:12])[CH3:11])=[O:8])[CH2:6][CH2:5][NH:4][CH2:3][CH2:2]1.Cl[C:15]1[CH:20]=[N:19][CH:18]=[CH:17][N:16]=1.C([O-])([O-])=O.[Cs+].[Cs+]. (7) Given the product [CH3:13][C:14]1[O:9][C:8](=[O:10])[C:7]2[CH:11]=[C:3]([O:2][CH3:1])[CH:4]=[CH:5][C:6]=2[N:12]=1, predict the reactants needed to synthesize it. The reactants are: [CH3:1][O:2][C:3]1[CH:11]=[C:7]([C:8]([OH:10])=[O:9])[C:6]([NH2:12])=[CH:5][CH:4]=1.[C:13](OC(=O)C)(=O)[CH3:14]. (8) Given the product [Br:40][CH2:2][CH2:3][CH2:4][S@:5](=[O:38])([C:32]1[CH:37]=[CH:36][CH:35]=[CH:34][CH:33]=1)=[N:6][C:7](=[O:31])[C:8]1[CH:13]=[C:12]([C:14]#[C:15][C:16]2[CH:21]=[CH:20][CH:19]=[C:18]([NH:22][C:23]([C:25]3[O:26][CH:27]=[CH:28][C:29]=3[CH3:30])=[O:24])[CH:17]=2)[CH:11]=[N:10][CH:9]=1, predict the reactants needed to synthesize it. The reactants are: O[CH2:2][CH2:3][CH2:4][S:5](=[O:38])([C:32]1[CH:37]=[CH:36][CH:35]=[CH:34][CH:33]=1)=[N:6][C:7](=[O:31])[C:8]1[CH:13]=[C:12]([C:14]#[C:15][C:16]2[CH:21]=[CH:20][CH:19]=[C:18]([NH:22][C:23]([C:25]3[O:26][CH:27]=[CH:28][C:29]=3[CH3:30])=[O:24])[CH:17]=2)[CH:11]=[N:10][CH:9]=1.C(Br)(Br)(Br)[Br:40].C1(P(C2C=CC=CC=2)C2C=CC=CC=2)C=CC=CC=1. (9) The reactants are: [NH2:1][C@H:2]([C:7]([OH:9])=[O:8])[CH2:3][CH:4]([CH3:6])[CH3:5].[C:10]1([CH3:20])[CH:15]=[CH:14][C:13]([S:16]([OH:19])(=[O:18])=[O:17])=[CH:12][CH:11]=1.CC[CH2:23][CH2:24][CH2:25][CH2:26][CH3:27]. Given the product [C:10]1([CH3:20])[CH:11]=[CH:12][C:13]([S:16]([OH:19])(=[O:17])=[O:18])=[CH:14][CH:15]=1.[CH:23]1([O:8][C:7](=[O:9])[C@@H:2]([NH2:1])[CH2:3][CH:4]([CH3:6])[CH3:5])[CH2:24][CH2:25][CH2:26][CH2:27]1, predict the reactants needed to synthesize it. (10) Given the product [C:10]([O:14][C:15]([N:17]1[CH2:18][CH2:19][CH:20]([O:23][CH2:24][C:25](=[O:26])[CH2:2][C:1](=[O:3])[C:4]2[CH:9]=[CH:8][N:7]=[CH:6][CH:5]=2)[CH2:21][CH2:22]1)=[O:16])([CH3:13])([CH3:12])[CH3:11], predict the reactants needed to synthesize it. The reactants are: [C:1]([C:4]1[CH:9]=[CH:8][N:7]=[CH:6][CH:5]=1)(=[O:3])[CH3:2].[C:10]([O:14][C:15]([N:17]1[CH2:22][CH2:21][CH:20]([O:23][CH2:24][C:25](O)=[O:26])[CH2:19][CH2:18]1)=[O:16])([CH3:13])([CH3:12])[CH3:11].